From a dataset of Reaction yield outcomes from USPTO patents with 853,638 reactions. Predict the reaction yield, written as a fraction of the theoretical maximum amount of product (1.0 means a 100% yield; for example, 0.34 means a 34% yield). (1) The reactants are S([N:11]1[CH2:26][CH2:25][CH2:24][N:23]([CH2:27][C:28]2[CH:33]=[CH:32][C:31]([N+:34]([O-:36])=[O:35])=[CH:30][CH:29]=2)[CH2:22][CH2:21][CH2:20][N:19](S(C2C=CC(C)=CC=2)(=O)=O)[CH2:18][CH2:17][CH2:16][N:15](S(C2C=CC(C)=CC=2)(=O)=O)[CH2:14][CH2:13][CH2:12]1)(C1C=CC(C)=CC=1)(=O)=O.O.[OH-].[Na+]. The catalyst is S(=O)(=O)(O)O. The product is [N+:34]([C:31]1[CH:30]=[CH:29][C:28]([CH2:27][N:23]2[CH2:22][CH2:21][CH2:20][NH:19][CH2:18][CH2:17][CH2:16][NH:15][CH2:14][CH2:13][CH2:12][NH:11][CH2:26][CH2:25][CH2:24]2)=[CH:33][CH:32]=1)([O-:36])=[O:35]. The yield is 0.767. (2) The reactants are [Cl:1][C:2]1[CH:7]=[CH:6][C:5]([S:8]([CH2:11][C:12]2[CH:17]=[C:16]([F:18])[CH:15]=[CH:14][C:13]=2[F:19])(=[O:10])=[O:9])=[CH:4][CH:3]=1.[CH3:20]N(CN(C)C)C.C(OC(=O)C)(=O)C.O. The catalyst is CN(C)C=O. The product is [Cl:1][C:2]1[CH:7]=[CH:6][C:5]([S:8]([C:11]([C:12]2[CH:17]=[C:16]([F:18])[CH:15]=[CH:14][C:13]=2[F:19])=[CH2:20])(=[O:10])=[O:9])=[CH:4][CH:3]=1. The yield is 0.950. (3) The product is [F:30][C:2]1([F:1])[CH2:7][CH2:6][N:5]([C:8]([C:10]2[CH:18]=[CH:17][C:16]3[N:15]([CH3:34])[C:14]4[CH2:19][CH2:20][N:21]([C:23]([O:25][C:26]([CH3:27])([CH3:29])[CH3:28])=[O:24])[CH2:22][C:13]=4[C:12]=3[CH:11]=2)=[O:9])[CH2:4][CH2:3]1. The yield is 0.990. The reactants are [F:1][C:2]1([F:30])[CH2:7][CH2:6][N:5]([C:8]([C:10]2[CH:18]=[CH:17][C:16]3[NH:15][C:14]4[CH2:19][CH2:20][N:21]([C:23]([O:25][C:26]([CH3:29])([CH3:28])[CH3:27])=[O:24])[CH2:22][C:13]=4[C:12]=3[CH:11]=2)=[O:9])[CH2:4][CH2:3]1.[H-].[Na+].I[CH3:34]. The catalyst is CN(C=O)C. (4) The reactants are [C:1]([OH:10])(=[O:9])[C@H:2]([C@@H:4]([C:6]([OH:8])=O)[OH:5])[OH:3].[C:11](Cl)(=[O:15])[CH:12]([CH3:14])[CH3:13]. The catalyst is C1(C)C=CC=CC=1.CCOCC.CCCCCC. The product is [O:10]=[C:1]1[C@@H:2]([O:3][C:11](=[O:15])[CH:12]([CH3:14])[CH3:13])[C@H:4]([O:5][C:11](=[O:15])[CH:12]([CH3:14])[CH3:13])[C:6](=[O:8])[O:9]1. The yield is 0.710.